This data is from NCI-60 drug combinations with 297,098 pairs across 59 cell lines. The task is: Regression. Given two drug SMILES strings and cell line genomic features, predict the synergy score measuring deviation from expected non-interaction effect. (1) Drug 1: CNC(=O)C1=CC=CC=C1SC2=CC3=C(C=C2)C(=NN3)C=CC4=CC=CC=N4. Drug 2: CC1=C2C(C(=O)C3(C(CC4C(C3C(C(C2(C)C)(CC1OC(=O)C(C(C5=CC=CC=C5)NC(=O)OC(C)(C)C)O)O)OC(=O)C6=CC=CC=C6)(CO4)OC(=O)C)OC)C)OC. Cell line: M14. Synergy scores: CSS=54.4, Synergy_ZIP=13.2, Synergy_Bliss=11.9, Synergy_Loewe=-26.5, Synergy_HSA=9.62. (2) Drug 1: CC1=CC2C(CCC3(C2CCC3(C(=O)C)OC(=O)C)C)C4(C1=CC(=O)CC4)C. Drug 2: C1CN(CCN1C(=O)CCBr)C(=O)CCBr. Cell line: SF-539. Synergy scores: CSS=2.23, Synergy_ZIP=-1.10, Synergy_Bliss=-3.21, Synergy_Loewe=-11.0, Synergy_HSA=-6.69.